This data is from Reaction yield outcomes from USPTO patents with 853,638 reactions. The task is: Predict the reaction yield, written as a fraction of the theoretical maximum amount of product (1.0 means a 100% yield; for example, 0.34 means a 34% yield). (1) The reactants are [OH-].[Li+].[F:3][C:4]1[CH:5]=[C:6]([C:10]2[CH:11]=[CH:12][C:13]3[O:17][CH2:16][CH:15]([NH:18][C:19]4[CH:20]=[C:21]([CH:30]=[CH:31][CH:32]=4)[O:22][CH2:23][C:24]([O:26]C(C)C)=[O:25])[C:14]=3[CH:33]=2)[CH:7]=[CH:8][CH:9]=1. The catalyst is C1COCC1. The product is [F:3][C:4]1[CH:5]=[C:6]([C:10]2[CH:11]=[CH:12][C:13]3[O:17][CH2:16][CH:15]([NH:18][C:19]4[CH:20]=[C:21]([CH:30]=[CH:31][CH:32]=4)[O:22][CH2:23][C:24]([OH:26])=[O:25])[C:14]=3[CH:33]=2)[CH:7]=[CH:8][CH:9]=1. The yield is 0.560. (2) The reactants are S(=O)(=O)(O)O.[OH:6][C:7]1[CH:8]=[C:9]2[C:14](=[CH:15][CH:16]=1)[C:13](=[O:17])[C:12]([CH2:23][C:24]([OH:26])=[O:25])([CH2:18][C:19]([F:22])([F:21])[F:20])[CH2:11][CH2:10]2.[CH3:27]O. No catalyst specified. The product is [OH:6][C:7]1[CH:8]=[C:9]2[C:14](=[CH:15][CH:16]=1)[C:13](=[O:17])[C:12]([CH2:23][C:24]([O:26][CH3:27])=[O:25])([CH2:18][C:19]([F:20])([F:21])[F:22])[CH2:11][CH2:10]2. The yield is 0.910. (3) The reactants are [CH2:1]([N:3]1[CH2:8][C:7]([CH3:10])([CH3:9])[O:6][C:5](=[O:11])[CH:4]1[C:12]([CH3:17])([CH3:16])[C:13]([OH:15])=O)[CH3:2].C(N(C(C)C)CC)(C)C.CN(C(ON1N=NC2C=CC=NC1=2)=[N+](C)C)C.F[P-](F)(F)(F)(F)F.[CH:51]([C:54]1[CH:60]=[CH:59][C:57]([NH2:58])=[CH:56][CH:55]=1)([CH3:53])[CH3:52]. The catalyst is CN(C=O)C. The product is [CH2:1]([N:3]1[CH2:8][C:7]([CH3:9])([CH3:10])[O:6][C:5](=[O:11])[CH:4]1[C:12]([CH3:17])([CH3:16])[C:13]([NH:58][C:57]1[CH:59]=[CH:60][C:54]([CH:51]([CH3:53])[CH3:52])=[CH:55][CH:56]=1)=[O:15])[CH3:2]. The yield is 0.520. (4) The reactants are [NH2:1][C:2]1[C:3]([CH3:35])=[C:4]([C:8]2[CH:20]=[CH:19][C:18]([C:21](=[O:23])[NH2:22])=[C:17]3[C:9]=2[C:10]2[CH:11]=[CH:12][C:13]([NH:24][C:25](=[O:34])[O:26][CH2:27][C:28]4[CH:33]=[CH:32][CH:31]=[CH:30][CH:29]=4)=[CH:14][C:15]=2[NH:16]3)[CH:5]=[CH:6][CH:7]=1.[F:36][C:37]1[CH:38]=[CH:39][C:40]([C:43](O)=[O:44])=[N:41][CH:42]=1.C1C=NC2N(O)N=NC=2C=1.C(Cl)CCl.CCN(C(C)C)C(C)C. The catalyst is C(Cl)Cl.C1COCC1. The product is [C:21]([C:18]1[CH:19]=[CH:20][C:8]([C:4]2[CH:5]=[CH:6][CH:7]=[C:2]([NH:1][C:43](=[O:44])[C:40]3[CH:39]=[CH:38][C:37]([F:36])=[CH:42][N:41]=3)[C:3]=2[CH3:35])=[C:9]2[C:17]=1[NH:16][C:15]1[CH:14]=[C:13]([NH:24][C:25](=[O:34])[O:26][CH2:27][C:28]3[CH:33]=[CH:32][CH:31]=[CH:30][CH:29]=3)[CH:12]=[CH:11][C:10]2=1)(=[O:23])[NH2:22]. The yield is 0.360. (5) The reactants are [C:1]1([NH:7][S:8]([C:11]2[CH:16]=[CH:15][CH:14]=[CH:13][C:12]=2[CH:17]=[CH:18][C:19]([OH:21])=O)(=[O:10])=[O:9])[CH:6]=[CH:5][CH:4]=[CH:3][CH:2]=1.[Cl:22]CCl. The catalyst is CN(C)C=O. The product is [C:1]1([NH:7][S:8]([C:11]2[CH:16]=[CH:15][CH:14]=[CH:13][C:12]=2[CH:17]=[CH:18][C:19]([Cl:22])=[O:21])(=[O:10])=[O:9])[CH:6]=[CH:5][CH:4]=[CH:3][CH:2]=1. The yield is 0.990.